From a dataset of Full USPTO retrosynthesis dataset with 1.9M reactions from patents (1976-2016). Predict the reactants needed to synthesize the given product. (1) Given the product [O:20]([CH2:19][CH2:18][N:1]1[CH2:6][CH2:5][CH2:4][CH2:3][C@@H:2]1[C:7]([O:9][CH3:10])=[O:8])[C:21]1[CH:26]=[CH:25][CH:24]=[CH:23][CH:22]=1, predict the reactants needed to synthesize it. The reactants are: [NH:1]1[CH2:6][CH2:5][CH2:4][CH2:3][C@@H:2]1[C:7]([O:9][CH3:10])=[O:8].C([O-])([O-])=O.[K+].[K+].Br[CH2:18][CH2:19][O:20][C:21]1[CH:26]=[CH:25][CH:24]=[CH:23][CH:22]=1.CCOC(C)=O. (2) The reactants are: C([N:11]1[CH2:16][CH2:15][NH:14][CH:13]([C:17]([OH:19])=O)[CH2:12]1)(OCC1C=CC=CC=1)=O.[F:20][C:21]1[CH:26]=[C:25]([N+:27]([O-])=O)[C:24](F)=[CH:23][C:22]=1[F:31]. Given the product [F:20][C:21]1[CH:26]=[C:25]2[C:24](=[CH:23][C:22]=1[F:31])[N:14]1[CH2:15][CH2:16][NH:11][CH2:12][CH:13]1[C:17](=[O:19])[NH:27]2, predict the reactants needed to synthesize it.